This data is from Forward reaction prediction with 1.9M reactions from USPTO patents (1976-2016). The task is: Predict the product of the given reaction. Given the reactants Br[C:2]1[CH:3]=[C:4]([CH:17]=[CH:18][CH:19]=1)[O:5][C:6]1[C:15]2[C:10](=[CH:11][CH:12]=[CH:13][CH:14]=2)[NH:9][C:8](=[O:16])[CH:7]=1.[N:20]1[CH:25]=[CH:24][CH:23]=[C:22](B(O)O)[CH:21]=1.C(=O)([O-])[O-].[Cs+].[Cs+], predict the reaction product. The product is: [N:20]1[CH:25]=[CH:24][CH:23]=[C:22]([C:2]2[CH:3]=[C:4]([CH:17]=[CH:18][CH:19]=2)[O:5][C:6]2[C:15]3[C:10](=[CH:11][CH:12]=[CH:13][CH:14]=3)[NH:9][C:8](=[O:16])[CH:7]=2)[CH:21]=1.